From a dataset of Reaction yield outcomes from USPTO patents with 853,638 reactions. Predict the reaction yield, written as a fraction of the theoretical maximum amount of product (1.0 means a 100% yield; for example, 0.34 means a 34% yield). (1) The reactants are Cl[CH2:2][C:3]1[N:4]=[C:5]([C:9]2[CH:14]=[CH:13][C:12]([Cl:15])=[CH:11][CH:10]=2)[O:6][C:7]=1[CH3:8].[NH:16]1[CH2:21][CH2:20][CH:19]([C:22]([O:24][CH2:25][CH3:26])=[O:23])[CH2:18][CH2:17]1.C([O-])([O-])=O.[K+].[K+]. The catalyst is O1CCOCC1. The product is [Cl:15][C:12]1[CH:13]=[CH:14][C:9]([C:5]2[O:6][C:7]([CH3:8])=[C:3]([CH2:2][N:16]3[CH2:21][CH2:20][CH:19]([C:22]([O:24][CH2:25][CH3:26])=[O:23])[CH2:18][CH2:17]3)[N:4]=2)=[CH:10][CH:11]=1. The yield is 0.910. (2) The reactants are [F:1][C:2]1[CH:24]=[C:23]([F:25])[CH:22]=[CH:21][C:3]=1[CH2:4][C@H:5]1[CH2:10][C@@H:9]([C:11]2[O:15][NH:14][C:13](=[O:16])[CH:12]=2)[CH2:8][CH2:7][N:6]1[C:17]([O:19][CH3:20])=[O:18].CCCCCCC.CCO. The catalyst is C(#N)C. The product is [F:1][C:2]1[CH:24]=[C:23]([F:25])[CH:22]=[CH:21][C:3]=1[CH2:4][C@H:5]1[CH2:10][C@@H:9]([C:11]2[O:15][NH:14][C:13](=[O:16])[CH:12]=2)[CH2:8][CH2:7][N:6]1[C:17]([O:19][CH3:20])=[O:18].[F:1][C:2]1[CH:24]=[C:23]([F:25])[CH:22]=[CH:21][C:3]=1[CH2:4][C@@H:5]1[CH2:10][C@H:9]([C:11]2[O:15][NH:14][C:13](=[O:16])[CH:12]=2)[CH2:8][CH2:7][N:6]1[C:17]([O:19][CH3:20])=[O:18]. The yield is 0.490.